This data is from Full USPTO retrosynthesis dataset with 1.9M reactions from patents (1976-2016). The task is: Predict the reactants needed to synthesize the given product. (1) Given the product [Cl:19][C:18]1[CH:17]=[CH:16][C:4]([C:5]([NH:7][C:8]2[CH:13]=[CH:12][CH:11]=[CH:10][C:9]=2[O:14][CH3:15])=[O:6])=[CH:3][C:2]=1[B:20]1[O:24][C:23]([CH3:26])([CH3:25])[C:22]([CH3:28])([CH3:27])[O:21]1, predict the reactants needed to synthesize it. The reactants are: Br[C:2]1[CH:3]=[C:4]([CH:16]=[CH:17][C:18]=1[Cl:19])[C:5]([NH:7][C:8]1[CH:13]=[CH:12][CH:11]=[CH:10][C:9]=1[O:14][CH3:15])=[O:6].[B:20]1([B:20]2[O:24][C:23]([CH3:26])([CH3:25])[C:22]([CH3:28])([CH3:27])[O:21]2)[O:24][C:23]([CH3:26])([CH3:25])[C:22]([CH3:28])([CH3:27])[O:21]1.C([O-])(=O)C.[K+]. (2) The reactants are: [Si]([O:8][CH:9]1[CH2:14][CH2:13][N:12]([C:15]2[N:20]=[C:19]([C:21]([NH:23][C:24]3[C:34]([CH3:35])=[CH:33][C:27]([C:28]([O:30][CH2:31][CH3:32])=[O:29])=[CH:26][C:25]=3[CH3:36])=[O:22])[C:18]([CH3:37])=[CH:17][CH:16]=2)[CH2:11][CH2:10]1)(C(C)(C)C)(C)C.[N+](CCCC)(CCCC)(CCCC)CCCC.[F-]. Given the product [OH:8][CH:9]1[CH2:14][CH2:13][N:12]([C:15]2[N:20]=[C:19]([C:21]([NH:23][C:24]3[C:25]([CH3:36])=[CH:26][C:27]([C:28]([O:30][CH2:31][CH3:32])=[O:29])=[CH:33][C:34]=3[CH3:35])=[O:22])[C:18]([CH3:37])=[CH:17][CH:16]=2)[CH2:11][CH2:10]1, predict the reactants needed to synthesize it. (3) Given the product [CH3:11][O:12][C:13]1[CH:18]=[CH:17][CH:16]=[CH:15][C:14]=1[N:19]1[C:2]2[CH:7]=[CH:6][CH:5]=[CH:4][C:3]=2[N:8]=[C:20]1[CH3:21], predict the reactants needed to synthesize it. The reactants are: I[C:2]1[CH:7]=[CH:6][CH:5]=[CH:4][C:3]=1[N+:8]([O-])=O.[CH3:11][O:12][C:13]1[CH:18]=[CH:17][CH:16]=[CH:15][C:14]=1[NH:19][C:20](=O)[CH3:21]. (4) Given the product [CH2:1]([N:3]1[C:7]2=[N:8][CH:9]=[C:10]([C:19]([NH:22][C:23]3([CH2:29][OH:30])[CH2:28][CH2:27][O:26][CH2:25][CH2:24]3)=[O:21])[C:11]([NH:12][CH:13]3[CH2:14][CH2:15][O:16][CH2:17][CH2:18]3)=[C:6]2[CH:5]=[N:4]1)[CH3:2], predict the reactants needed to synthesize it. The reactants are: [CH2:1]([N:3]1[C:7]2=[N:8][CH:9]=[C:10]([C:19]([OH:21])=O)[C:11]([NH:12][CH:13]3[CH2:18][CH2:17][O:16][CH2:15][CH2:14]3)=[C:6]2[CH:5]=[N:4]1)[CH3:2].[NH2:22][C:23]1([CH2:29][OH:30])[CH2:28][CH2:27][O:26][CH2:25][CH2:24]1.C(N1C2=NC=C(C(N[C@H](C3C=CC=CC=3)CO)=O)C(NC3CCOCC3)=C2C=N1)C.